This data is from Forward reaction prediction with 1.9M reactions from USPTO patents (1976-2016). The task is: Predict the product of the given reaction. Given the reactants [OH:1][C:2]1[CH:10]=[CH:9][CH:8]=[CH:7][C:3]=1[C:4]([OH:6])=O.[NH2:11][C:12]1[CH:13]=[C:14]([C:18]2[N:23]=[C:22]([NH2:24])[N:21]=[C:20]([NH:25][CH3:26])[CH:19]=2)[CH:15]=[CH:16][CH:17]=1.C1(N=C=NC2CCCCC2)CCCCC1, predict the reaction product. The product is: [NH2:24][C:22]1[N:23]=[C:18]([C:14]2[CH:13]=[C:12]([NH:11][C:4](=[O:6])[C:3]3[CH:7]=[CH:8][CH:9]=[CH:10][C:2]=3[OH:1])[CH:17]=[CH:16][CH:15]=2)[CH:19]=[C:20]([NH:25][CH3:26])[N:21]=1.